Dataset: Full USPTO retrosynthesis dataset with 1.9M reactions from patents (1976-2016). Task: Predict the reactants needed to synthesize the given product. Given the product [CH2:1]([N:3]1[C:7]2=[N:8][C:9]([CH2:32][CH3:33])=[C:10]([CH2:19][NH:20][C:21]([C:23]3[CH:24]=[CH:25][C:26]([C:27]([NH:34][CH2:35][C:36]4[CH:41]=[C:40]([C:42]5[CH:47]=[CH:46][CH:45]=[C:44]([CH2:48][N:71]6[CH2:72][CH2:73][NH:78][CH2:88][CH2:87]6)[CH:43]=5)[C:39]([F:62])=[CH:38][CH:37]=4)=[O:29])=[CH:30][CH:31]=3)=[O:22])[C:11]([NH:12][CH:13]3[CH2:14][CH2:15][O:16][CH2:17][CH2:18]3)=[C:6]2[CH:5]=[N:4]1)[CH3:2], predict the reactants needed to synthesize it. The reactants are: [CH2:1]([N:3]1[C:7]2=[N:8][C:9]([CH2:32][CH3:33])=[C:10]([CH2:19][NH:20][C:21]([C:23]3[CH:31]=[CH:30][C:26]([C:27]([OH:29])=O)=[CH:25][CH:24]=3)=[O:22])[C:11]([NH:12][CH:13]3[CH2:18][CH2:17][O:16][CH2:15][CH2:14]3)=[C:6]2[CH:5]=[N:4]1)[CH3:2].[NH2:34][CH2:35][C:36]1[CH:37]=[CH:38][C:39]([F:62])=[C:40]([C:42]2[CH:47]=[CH:46][CH:45]=[C:44]([CH2:48]N3CCN(C(OC(C)(C)C)=O)CC3)[CH:43]=2)[CH:41]=1.CN(C(O[N:71]1N=[N:78][C:73]2C=CC=C[C:72]1=2)=[N+](C)C)C.F[P-](F)(F)(F)(F)F.[CH3:87][CH2:88]N(CC)CC.